Dataset: Catalyst prediction with 721,799 reactions and 888 catalyst types from USPTO. Task: Predict which catalyst facilitates the given reaction. (1) Reactant: [C:1]([C:5]1[CH:30]=[C:8]2[N:9]=[C:10]([CH3:29])[C:11]([CH:20]([CH:25]([CH3:28])[CH2:26][CH3:27])[C:21]([O:23]C)=[O:22])=[C:12]([C:13]3[CH:18]=[CH:17][C:16]([CH3:19])=[CH:15][CH:14]=3)[N:7]2[N:6]=1)([CH3:4])([CH3:3])[CH3:2].[OH-].[Na+]. Product: [C:1]([C:5]1[CH:30]=[C:8]2[N:9]=[C:10]([CH3:29])[C:11]([CH:20]([CH:25]([CH3:28])[CH2:26][CH3:27])[C:21]([OH:23])=[O:22])=[C:12]([C:13]3[CH:18]=[CH:17][C:16]([CH3:19])=[CH:15][CH:14]=3)[N:7]2[N:6]=1)([CH3:2])([CH3:3])[CH3:4]. The catalyst class is: 40. (2) Reactant: [CH3:1][O:2][C:3]1[CH:30]=[CH:29][CH:28]=[CH:27][C:4]=1/[CH:5]=[CH:6]/[C@@H:7]1[CH2:16][CH2:15][C:14]2[CH:13]=[C:12]([C@H:17]3[CH2:26][CH2:25][C@@:19]4([NH:23]C(=O)[O:21][CH2:20]4)[CH2:18]3)[CH:11]=[CH:10][C:9]=2[CH2:8]1. Product: [NH2:23][C@:19]1([CH2:20][OH:21])[CH2:25][CH2:26][C@H:17]([C:12]2[CH:11]=[CH:10][C:9]3[CH2:8][C@H:7]([CH2:6][CH2:5][C:4]4[CH:27]=[CH:28][CH:29]=[CH:30][C:3]=4[O:2][CH3:1])[CH2:16][CH2:15][C:14]=3[CH:13]=2)[CH2:18]1. The catalyst class is: 105. (3) Reactant: [NH2:1][CH2:2][CH2:3][NH:4][C:5](=[O:11])OC(C)(C)C.C(N(CC)CC)C.[N:19]1[C:28]2[C:23](=[CH:24][CH:25]=[CH:26][CH:27]=2)[N:22]=[CH:21][C:20]=1C(Cl)=O. Product: [NH2:1][CH2:2][CH2:3][NH:4][C:5]([C:20]1[CH:21]=[N:22][C:23]2[C:28](=[CH:27][CH:26]=[CH:25][CH:24]=2)[N:19]=1)=[O:11]. The catalyst class is: 22. (4) Reactant: [F:1][C:2]([F:26])([C:22]([F:25])([F:24])[F:23])[CH2:3][CH2:4][CH2:5][S:6]([CH2:8][CH2:9][CH2:10][N:11]1C(=O)C2C(=CC=CC=2)C1=O)=[O:7].CN. Product: [F:26][C:2]([F:1])([C:22]([F:23])([F:24])[F:25])[CH2:3][CH2:4][CH2:5][S:6]([CH2:8][CH2:9][CH2:10][NH2:11])=[O:7]. The catalyst class is: 8. (5) The catalyst class is: 4. Reactant: CN(C)[CH:3]=[O:4].[Br:6][C:7]1[CH:8]=[C:9]([C:13]2[CH:22]=[C:16]3[CH:17]=[CH:18][CH:19]=[C:20]([Cl:21])[N:15]3[N:14]=2)[CH:10]=[CH:11][CH:12]=1.P(Cl)(Cl)(Cl)=O.O. Product: [Br:6][C:7]1[CH:8]=[C:9]([C:13]2[C:22]([CH:3]=[O:4])=[C:16]3[CH:17]=[CH:18][CH:19]=[C:20]([Cl:21])[N:15]3[N:14]=2)[CH:10]=[CH:11][CH:12]=1. (6) Reactant: [OH-].[Na+].[F:3][C:4]1[CH:5]=[C:6]([C:16]2[CH:21]=[CH:20][CH:19]=[C:18]([N:22]([CH3:33])[C:23]([NH:25][CH2:26][CH2:27][CH2:28][CH2:29][CH2:30][CH2:31][CH3:32])=[O:24])[CH:17]=2)[CH:7]=[CH:8][C:9]=1[CH2:10][CH2:11][C:12]([O:14]C)=[O:13].O1CCCC1.CO.O. Product: [F:3][C:4]1[CH:5]=[C:6]([C:16]2[CH:21]=[CH:20][CH:19]=[C:18]([N:22]([CH3:33])[C:23]([NH:25][CH2:26][CH2:27][CH2:28][CH2:29][CH2:30][CH2:31][CH3:32])=[O:24])[CH:17]=2)[CH:7]=[CH:8][C:9]=1[CH2:10][CH2:11][C:12]([OH:14])=[O:13]. The catalyst class is: 15.